This data is from Reaction yield outcomes from USPTO patents with 853,638 reactions. The task is: Predict the reaction yield, written as a fraction of the theoretical maximum amount of product (1.0 means a 100% yield; for example, 0.34 means a 34% yield). (1) The reactants are C([N-]C(C)C)(C)C.[Li+].C(NC(C)C)(C)C.C([Li])CCC.[CH:21]1([CH2:27][CH:28]2[CH2:33][CH2:32][O:31][C:29]2=[O:30])[CH2:26][CH2:25][CH2:24][CH2:23][CH2:22]1.[CH2:34]([O:36][CH2:37]Cl)[CH3:35]. The catalyst is C1COCC1. The product is [CH:21]1([CH2:27][C:28]2([CH2:37][O:36][CH2:34][CH3:35])[CH2:33][CH2:32][O:31][C:29]2=[O:30])[CH2:22][CH2:23][CH2:24][CH2:25][CH2:26]1. The yield is 0.640. (2) The reactants are [CH3:1][O:2][C:3]1[CH:8]=[C:7]([C:9]2[CH:10]=[N:11][N:12]([CH3:14])[CH:13]=2)[CH:6]=[CH:5][C:4]=1[NH:15][CH:16]=O.C[Si](C)(C)[N-][Si](C)(C)C.[Na+].[Cl:28][C:29]1[C:34]2[N:35]=C(S(C)(=O)=O)[N:37]=[CH:38][C:33]=2[CH:32]=[C:31]([CH:43]2[CH2:45][CH2:44]2)[N:30]=1.[OH-].[Na+]. The catalyst is C1COCC1.CO. The product is [Cl:28][C:29]1[C:34]2[N:35]=[C:16]([NH:15][C:4]3[CH:5]=[CH:6][C:7]([C:9]4[CH:10]=[N:11][N:12]([CH3:14])[CH:13]=4)=[CH:8][C:3]=3[O:2][CH3:1])[N:37]=[CH:38][C:33]=2[CH:32]=[C:31]([CH:43]2[CH2:44][CH2:45]2)[N:30]=1. The yield is 0.440. (3) The reactants are [C:1](Cl)(=[O:5])[C:2](Cl)=O.[Br:7][C:8]1[CH:13]=[CH:12][C:11]([NH:14][C:15]2[C:20]([C:21]([OH:23])=O)=[CH:19][N:18]3[CH:24]=[CH:25][N:26]=[C:17]3[CH:16]=2)=[C:10]([Cl:27])[CH:9]=1.C1(C[NH:32]O)CC1.CCO[C:37]([CH3:39])=O. The catalyst is C(Cl)Cl.CN(C=O)C. The product is [CH:2]1([CH2:1][O:5][NH:32][C:21]([C:20]2[C:15]([NH:14][C:11]3[CH:12]=[CH:13][C:8]([Br:7])=[CH:9][C:10]=3[Cl:27])=[CH:16][C:17]3[N:18]([CH:24]=[CH:25][N:26]=3)[CH:19]=2)=[O:23])[CH2:39][CH2:37]1. The yield is 0.310. (4) The reactants are [C:1]([C:3]1[CH:8]=[CH:7][CH:6]=[CH:5][C:4]=1[C:9]1[CH:14]=[CH:13][C:12]([CH2:15][CH:16]([C:22](=O)[CH2:23][CH2:24][CH3:25])[C:17](OCC)=[O:18])=[CH:11][CH:10]=1)#[N:2].[CH3:27][C:28]1[NH:29][C:30]([NH:33][CH:34]2[CH2:39][CH2:38][CH:37]([CH3:40])[O:36][CH2:35]2)=[N:31][N:32]=1. No catalyst specified. The product is [CH3:27][C:28]1[N:29]=[C:30]2[N:33]([CH:34]3[CH2:39][CH2:38][CH:37]([CH3:40])[O:36][CH2:35]3)[C:17](=[O:18])[C:16]([CH2:15][C:12]3[CH:13]=[CH:14][C:9]([C:4]4[C:3]([C:1]#[N:2])=[CH:8][CH:7]=[CH:6][CH:5]=4)=[CH:10][CH:11]=3)=[C:22]([CH2:23][CH2:24][CH3:25])[N:31]2[N:32]=1. The yield is 0.300. (5) The reactants are [C:1]([NH:6][C:7]1[S:11][N:10]=[C:9]([CH3:12])[C:8]=1[C:13]([NH2:15])=[O:14])(=O)[CH2:2][CH2:3][CH3:4]. The catalyst is N. The product is [CH3:12][C:9]1[C:8]2[C:13](=[O:14])[NH:15][C:1]([CH2:2][CH2:3][CH3:4])=[N:6][C:7]=2[S:11][N:10]=1. The yield is 0.340. (6) The reactants are [N+:1]([C:4]1[CH:5]=[CH:6][C:7]2[O:11][C:10](=[O:12])[NH:9][C:8]=2[CH:13]=1)([O-])=O. The catalyst is CO.[Pd]. The product is [NH2:1][C:4]1[CH:5]=[CH:6][C:7]2[O:11][C:10](=[O:12])[NH:9][C:8]=2[CH:13]=1. The yield is 0.950. (7) The reactants are CS([O:5][C@H:6]1[CH2:11][CH2:10][C@H:9]([C:12]([F:15])([F:14])[CH3:13])[CH2:8][CH2:7]1)(=O)=O.O[C:17]1[CH:18]=[C:19]2[C:24](=[CH:25][CH:26]=1)[CH:23]=[C:22]([CH2:27][N:28]1[CH2:31][CH:30]([C:32]([O:34]C)=[O:33])[CH2:29]1)[CH:21]=[CH:20]2.C([O-])([O-])=O.[Cs+].[Cs+].Cl. The catalyst is C(O)(C)(C)C.CC(=O)CC. The product is [F:14][C:12]([C@H:9]1[CH2:10][CH2:11][C@H:6]([O:5][C:17]2[CH:18]=[C:19]3[C:24](=[CH:25][CH:26]=2)[CH:23]=[C:22]([CH2:27][N:28]2[CH2:29][CH:30]([C:32]([OH:34])=[O:33])[CH2:31]2)[CH:21]=[CH:20]3)[CH2:7][CH2:8]1)([F:15])[CH3:13]. The yield is 0.0180. (8) The reactants are BrC1C=CC([CH2:8][C:9]([NH:11][C:12]2[CH:17]=[CH:16][C:15]([CH2:18][N:19]3[CH2:24][CH2:23][N:22]([CH2:25][CH3:26])[CH2:21][CH2:20]3)=[C:14]([C:27]([F:30])([F:29])[F:28])[CH:13]=2)=[O:10])=C(F)C=1.CC1(C)C(C)(C)OB(C2C=CC=NC=2)O1.C([O-])([O-])=O.[Cs+].[Cs+]. The catalyst is O1CCOCC1.O.C1C=CC(P(C2C=CC=CC=2)[C-]2C=CC=C2)=CC=1.C1C=CC(P(C2C=CC=CC=2)[C-]2C=CC=C2)=CC=1.Cl[Pd]Cl.[Fe+2]. The product is [CH2:25]([N:22]1[CH2:23][CH2:24][N:19]([CH2:18][C:15]2[CH:16]=[CH:17][C:12]([NH:11][C:9](=[O:10])[CH3:8])=[CH:13][C:14]=2[C:27]([F:29])([F:28])[F:30])[CH2:20][CH2:21]1)[CH3:26]. The yield is 0.724. (9) The reactants are [Cl:1][C:2]1[CH:3]=[C:4]2[C:8](=[CH:9][CH:10]=1)[C:7](=[O:11])[CH:6]([C:12]([O:14][CH3:15])=[O:13])[CH2:5]2.C([O:20]O)(C)(C)C. The catalyst is C1(C)C=CC=CC=1.C(#N)C.CC(C)[O-].[Zr+4].CC(C)[O-].CC(C)[O-].CC(C)[O-]. The product is [Cl:1][C:2]1[CH:3]=[C:4]2[C:8](=[CH:9][CH:10]=1)[C:7](=[O:11])[C:6]([OH:20])([C:12]([O:14][CH3:15])=[O:13])[CH2:5]2. The yield is 0.890. (10) The reactants are [C:1]([CH2:3][CH:4]([N:23]1[CH:27]=[C:26]([C:28]2[C:29]3[CH:36]=[CH:35][N:34](COCC[Si](C)(C)C)[C:30]=3[N:31]=[CH:32][N:33]=2)[CH:25]=[N:24]1)[CH2:5][N:6]1[CH2:11][CH2:10][CH:9]([O:12][C:13]2[CH:14]=[C:15]([CH:18]=[C:19]([F:21])[CH:20]=2)[C:16]#[N:17])[CH:8]([F:22])[CH2:7]1)#[N:2].C(O)(C(F)(F)F)=O. The catalyst is C(Cl)Cl. The product is [C:1]([CH2:3][CH:4]([N:23]1[CH:27]=[C:26]([C:28]2[C:29]3[CH:36]=[CH:35][NH:34][C:30]=3[N:31]=[CH:32][N:33]=2)[CH:25]=[N:24]1)[CH2:5][N:6]1[CH2:11][CH2:10][CH:9]([O:12][C:13]2[CH:14]=[C:15]([CH:18]=[C:19]([F:21])[CH:20]=2)[C:16]#[N:17])[CH:8]([F:22])[CH2:7]1)#[N:2]. The yield is 0.620.